This data is from Peptide-MHC class II binding affinity with 134,281 pairs from IEDB. The task is: Regression. Given a peptide amino acid sequence and an MHC pseudo amino acid sequence, predict their binding affinity value. This is MHC class II binding data. (1) The peptide sequence is QLQPFPQPELPY. The MHC is DRB1_0701 with pseudo-sequence DRB1_0701. The binding affinity (normalized) is 0. (2) The peptide sequence is QLSALWARFPLPVIP. The MHC is HLA-DPA10301-DPB10402 with pseudo-sequence HLA-DPA10301-DPB10402. The binding affinity (normalized) is 0.456. (3) The peptide sequence is EGRRAKLRSAGEVEI. The MHC is HLA-DQA10101-DQB10501 with pseudo-sequence HLA-DQA10101-DQB10501. The binding affinity (normalized) is 0.428. (4) The peptide sequence is WMTTEDMLEVWNRVW. The MHC is DRB4_0103 with pseudo-sequence DRB4_0103. The binding affinity (normalized) is 0.502.